Binary Classification. Given a drug SMILES string, predict its activity (active/inactive) in a high-throughput screening assay against a specified biological target. From a dataset of Cav3 T-type calcium channel HTS with 100,875 compounds. (1) The molecule is s1c2CCCCc2nc1N\N=C(\c1ccccc1)C. The result is 0 (inactive). (2) The result is 0 (inactive). The compound is O=C(CN1CCN(CC1)c1n(c2c(n1)cccc2)CC)c1ccc(OC)cc1.